Dataset: Catalyst prediction with 721,799 reactions and 888 catalyst types from USPTO. Task: Predict which catalyst facilitates the given reaction. (1) Reactant: C(O[CH:4]=[CH:5][C:6]([O:8][CH2:9][CH3:10])=[O:7])C.C1C(=O)N(Br)C(=O)C1.[N:19]1[N:20]([C:24]2[CH:41]=[CH:40][CH:39]=[CH:38][C:25]=2[C:26]([N:28]2[C@H:33]([CH3:34])[CH2:32][CH2:31][C@@H:30]([C:35](=[S:37])[NH2:36])[CH2:29]2)=[O:27])[N:21]=[CH:22][CH:23]=1. Product: [N:19]1[N:20]([C:24]2[CH:41]=[CH:40][CH:39]=[CH:38][C:25]=2[C:26]([N:28]2[C@H:33]([CH3:34])[CH2:32][CH2:31][CH:30]([C:35]3[S:37][C:5]([C:6]([O:8][CH2:9][CH3:10])=[O:7])=[CH:4][N:36]=3)[CH2:29]2)=[O:27])[N:21]=[CH:22][CH:23]=1. The catalyst class is: 38. (2) Reactant: [CH2:1]([C@H:3]([NH:10][C:11]([C:13]1[C:22]2[C:17](=[CH:18][CH:19]=[CH:20][CH:21]=2)[N:16]=[C:15]([C:23]2[CH:28]=[CH:27][CH:26]=[CH:25][CH:24]=2)[C:14]=1[O:29][CH2:30][C:31](OCC)=[O:32])=[O:12])[C:4]1[CH:9]=[CH:8][CH:7]=[CH:6][CH:5]=1)[CH3:2].[BH4-].[Na+].CO. Product: [CH2:1]([C@H:3]([NH:10][C:11]([C:13]1[C:22]2[C:17](=[CH:18][CH:19]=[CH:20][CH:21]=2)[N:16]=[C:15]([C:23]2[CH:24]=[CH:25][CH:26]=[CH:27][CH:28]=2)[C:14]=1[O:29][CH2:30][CH2:31][OH:32])=[O:12])[C:4]1[CH:9]=[CH:8][CH:7]=[CH:6][CH:5]=1)[CH3:2]. The catalyst class is: 218. (3) Reactant: [C:1]([O:4][CH2:5][C:6]1[C:7]([N:37]2[CH2:48][CH2:47][N:46]3[C:39](=[CH:40][C:41]4[CH2:42][C:43]([CH3:50])([CH3:49])[CH2:44][C:45]=43)[C:38]2=[O:51])=[N:8][CH:9]=[CH:10][C:11]=1[C:12]1[CH:13]=[C:14]([NH:20][C:21]2[S:22][C:23]3[CH2:24][N:25](C(OC(C)(C)C)=O)[CH2:26][CH2:27][C:28]=3[N:29]=2)[C:15](=[O:19])[N:16]([CH3:18])[CH:17]=1)(=[O:3])[CH3:2].Cl. Product: [C:1]([O:4][CH2:5][C:6]1[C:7]([N:37]2[CH2:48][CH2:47][N:46]3[C:39](=[CH:40][C:41]4[CH2:42][C:43]([CH3:50])([CH3:49])[CH2:44][C:45]=43)[C:38]2=[O:51])=[N:8][CH:9]=[CH:10][C:11]=1[C:12]1[CH:13]=[C:14]([NH:20][C:21]2[S:22][C:23]3[CH2:24][NH:25][CH2:26][CH2:27][C:28]=3[N:29]=2)[C:15](=[O:19])[N:16]([CH3:18])[CH:17]=1)(=[O:3])[CH3:2]. The catalyst class is: 13.